Dataset: Full USPTO retrosynthesis dataset with 1.9M reactions from patents (1976-2016). Task: Predict the reactants needed to synthesize the given product. Given the product [Br:1][C:2]1[CH:10]=[CH:9][C:5]([C:6]([NH:15][CH2:14][C:19]([OH:23])([CH3:20])[CH3:25])=[O:8])=[CH:4][C:3]=1[O:11][CH2:12][CH3:13], predict the reactants needed to synthesize it. The reactants are: [Br:1][C:2]1[CH:10]=[CH:9][C:5]([C:6]([OH:8])=O)=[CH:4][C:3]=1[O:11][CH2:12][CH3:13].[CH3:14][N:15](C=O)C.[C:19](Cl)(=[O:23])[C:20](Cl)=O.[CH2:25](Cl)Cl.